Dataset: HIV replication inhibition screening data with 41,000+ compounds from the AIDS Antiviral Screen. Task: Binary Classification. Given a drug SMILES string, predict its activity (active/inactive) in a high-throughput screening assay against a specified biological target. (1) The result is 0 (inactive). The molecule is CCN(CC)C(=S)SS(=O)(=O)c1ccc(NC(C)=O)cc1. (2) The molecule is CC1=NN2C(=O)C(C)SC2=NC(C)(C)C1. The result is 0 (inactive).